Task: Predict the reaction yield, written as a fraction of the theoretical maximum amount of product (1.0 means a 100% yield; for example, 0.34 means a 34% yield).. Dataset: Reaction yield outcomes from USPTO patents with 853,638 reactions (1) The reactants are [OH:1][C:2]1[C:3]([O:20][CH3:21])=[C:4]([C:10]2[CH:18]=[CH:17][CH:16]=[C:15]3[C:11]=2[CH2:12][CH2:13][C:14]3=[O:19])[CH:5]=[CH:6][C:7]=1[O:8][CH3:9].C(=O)([O-])[O-].[K+].[K+].[CH2:28](Br)[CH:29]([CH3:31])[CH3:30]. The catalyst is C(#N)C. The product is [CH2:28]([O:1][C:2]1[C:3]([O:20][CH3:21])=[C:4]([C:10]2[CH:18]=[CH:17][CH:16]=[C:15]3[C:11]=2[CH2:12][CH2:13][C:14]3=[O:19])[CH:5]=[CH:6][C:7]=1[O:8][CH3:9])[CH:29]([CH3:31])[CH3:30]. The yield is 0.157. (2) The reactants are Cl[C:2]1[N:10]2[C:5]([CH:6]=[CH:7][CH:8]=[CH:9]2)=[CH:4][C:3]=1[C:11]([O:13][CH2:14][CH3:15])=[O:12].[O:16]1[CH2:21][CH2:20][N:19]([CH2:22][C:23]2[S:27][C:26](B3OC(C)(C)C(C)(C)O3)=[CH:25][CH:24]=2)[CH2:18][CH2:17]1.OP([O-])(O)=O.[K+].[O-]P([O-])([O-])=O.[K+].[K+].[K+]. The catalyst is O1CCOCC1.O.CC(P(C(C)(C)C)[C-]1C=CC=C1)(C)C.CC(P(C(C)(C)C)[C-]1C=CC=C1)(C)C.Cl[Pd]Cl.[Fe+2]. The product is [N:19]1([CH2:22][C:23]2[S:27][C:26]([C:2]3[N:10]4[C:5]([CH:6]=[CH:7][CH:8]=[CH:9]4)=[CH:4][C:3]=3[C:11]([O:13][CH2:14][CH3:15])=[O:12])=[CH:25][CH:24]=2)[CH2:18][CH2:17][O:16][CH2:21][CH2:20]1. The yield is 0.860. (3) The reactants are Cl[C:2]1[CH:3]=[CH:4][C:5]2[C:14]3[C:9](=[CH:10][N:11]=[CH:12][CH:13]=3)[C:8](=[O:15])[N:7]([CH:16]([CH3:18])[CH3:17])[C:6]=2[CH:19]=1.C(=O)([O-])[O-].[Cs+].[Cs+].[C:26]([NH:33][C@H:34]([CH2:39][OH:40])[CH2:35][CH:36]([CH3:38])[CH3:37])([O:28][C:29]([CH3:32])([CH3:31])[CH3:30])=[O:27]. The catalyst is C1(C)C=CC=CC=1.C([O-])(=O)C.[Pd+2].C([O-])(=O)C. The product is [CH:16]([N:7]1[C:6]2[CH:19]=[C:2]([O:40][CH2:39][C@@H:34]([NH:33][C:26](=[O:27])[O:28][C:29]([CH3:30])([CH3:32])[CH3:31])[CH2:35][CH:36]([CH3:38])[CH3:37])[CH:3]=[CH:4][C:5]=2[C:14]2[C:9](=[CH:10][N:11]=[CH:12][CH:13]=2)[C:8]1=[O:15])([CH3:18])[CH3:17]. The yield is 0.210. (4) The reactants are [Cl:1][C:2]1[CH:7]=[CH:6][C:5]([CH:8]2[CH:12]([C:13]3[CH:18]=[CH:17][C:16]([Cl:19])=[CH:15][CH:14]=3)[NH:11][C:10]([C:20]3[CH:25]=[CH:24][C:23]([C:26]([CH3:31])([CH3:30])[CH2:27][O:28][CH3:29])=[CH:22][C:21]=3[O:32][CH2:33][CH3:34])=[N:9]2)=[CH:4][CH:3]=1.[C:35](Cl)([Cl:37])=[O:36]. No catalyst specified. The product is [Cl:1][C:2]1[CH:3]=[CH:4][C:5]([CH:8]2[CH:12]([C:13]3[CH:14]=[CH:15][C:16]([Cl:19])=[CH:17][CH:18]=3)[N:11]([C:35]([Cl:37])=[O:36])[C:10]([C:20]3[CH:25]=[CH:24][C:23]([C:26]([CH3:31])([CH3:30])[CH2:27][O:28][CH3:29])=[CH:22][C:21]=3[O:32][CH2:33][CH3:34])=[N:9]2)=[CH:6][CH:7]=1. The yield is 0.570. (5) The reactants are [CH2:1]([O:3][C:4](=[O:28])[CH2:5][N:6]1[C:10]2[C:11]([CH:15]([CH2:18][CH3:19])[CH2:16][CH3:17])=[CH:12][CH:13]=[CH:14][C:9]=2[N:8](C(OC(C)(C)C)=O)[C:7]1=[O:27])[CH3:2].Cl. The catalyst is C(OCC)(=O)C.C(=O)([O-])O.[Na+]. The product is [CH2:16]([CH:15]([C:11]1[C:10]2[N:6]([CH2:5][C:4]([O:3][CH2:1][CH3:2])=[O:28])[C:7](=[O:27])[NH:8][C:9]=2[CH:14]=[CH:13][CH:12]=1)[CH2:18][CH3:19])[CH3:17]. The yield is 0.930. (6) The reactants are [F:1][C:2]1[CH:3]=[CH:4][C:5]([CH3:33])=[C:6]([CH:32]=1)[O:7][CH2:8][C:9]1[C:10]([C:23]2[CH:28]=[CH:27][C:26]([OH:29])=[CH:25][C:24]=2[O:30][CH3:31])=[CH:11][CH:12]=[C:13]2[C:18]=1[N:17]([CH3:19])[C:16](=[O:20])[C:15]([CH3:22])([CH3:21])[NH:14]2.C(N(CC)CC)C.[C:41](Cl)(=[O:45])[CH2:42][CH2:43][CH3:44]. The catalyst is O1CCCC1. The product is [C:41]([O:29][C:26]1[CH:27]=[CH:28][C:23]([C:10]2[C:9]([CH2:8][O:7][C:6]3[CH:32]=[C:2]([F:1])[CH:3]=[CH:4][C:5]=3[CH3:33])=[C:18]3[C:13]([NH:14][C:15]([CH3:22])([CH3:21])[C:16](=[O:20])[N:17]3[CH3:19])=[CH:12][CH:11]=2)=[C:24]([O:30][CH3:31])[CH:25]=1)(=[O:45])[CH2:42][CH2:43][CH3:44]. The yield is 0.920. (7) The reactants are [N:1]1[CH:6]=[CH:5][CH:4]=[C:3]([S:7]([OH:10])(=O)=[O:8])[CH:2]=1.P(Cl)(Cl)(Cl)(Cl)[Cl:12].P(Cl)(Cl)(Cl)=O. No catalyst specified. The product is [N:1]1[CH:6]=[CH:5][CH:4]=[C:3]([S:7]([Cl:12])(=[O:10])=[O:8])[CH:2]=1. The yield is 0.850.